Dataset: Full USPTO retrosynthesis dataset with 1.9M reactions from patents (1976-2016). Task: Predict the reactants needed to synthesize the given product. (1) Given the product [C:45]([OH:50])(=[O:49])[C:46]([OH:48])=[O:47].[CH3:23][NH:25][C@@H:26]1[C:35]2[N:34]=[CH:33][CH:32]=[CH:31][C:30]=2[CH2:29][CH2:28][CH2:27]1, predict the reactants needed to synthesize it. The reactants are: C(O[BH-](OC(=O)C)OC(=O)C)(=O)C.[Na+].COC1C=CC([C@@H:23]([NH:25][C@@H:26]2[C:35]3[N:34]=[CH:33][CH:32]=[CH:31][C:30]=3[CH2:29][CH2:28][CH2:27]2)C)=CC=1.C=O.FC(F)(F)C(O)=O.[C:45]([OH:50])(=[O:49])[C:46]([OH:48])=[O:47]. (2) Given the product [Cl:63][C:64]1[CH:72]=[CH:71][C:70]([Cl:73])=[CH:69][C:65]=1[C:66]([N:38]1[CH2:39][CH2:40][N:35]([C:18](=[O:17])[CH2:19][NH:20][C:21]([C:23]2[CH:24]=[CH:25][C:26]([C:29]3[CH:34]=[CH:33][CH:32]=[CH:31][CH:30]=3)=[CH:27][CH:28]=2)=[O:22])[CH2:36][CH2:37]1)=[O:67], predict the reactants needed to synthesize it. The reactants are: CCN(C(C)C)C(C)C.OC(C(F)(F)F)=O.[O:17]=[C:18]([N:35]1[CH2:40][CH2:39][NH:38][CH2:37][CH2:36]1)[CH2:19][NH:20][C:21]([C:23]1[CH:28]=[CH:27][C:26]([C:29]2[CH:34]=[CH:33][CH:32]=[CH:31][CH:30]=2)=[CH:25][CH:24]=1)=[O:22].C1C=CC2N(O)N=NC=2C=1.CCN=C=NCCCN(C)C.Cl.[Cl:63][C:64]1[CH:72]=[CH:71][C:70]([Cl:73])=[CH:69][C:65]=1[C:66](O)=[O:67]. (3) Given the product [C:1]([O:5][C:6]([N:8]1[CH2:13][CH2:12][C:11]2[N:38]=[C:37]([N:33]3[CH2:34][CH2:35][CH2:36][CH:32]3[CH3:31])[N:39]=[C:15]([C:16]3[CH:21]=[CH:20][C:19]([F:22])=[CH:18][CH:17]=3)[C:10]=2[CH2:9]1)=[O:7])([CH3:4])([CH3:3])[CH3:2], predict the reactants needed to synthesize it. The reactants are: [C:1]([O:5][C:6]([N:8]1[CH2:13][CH2:12][C:11](=O)[CH:10]([C:15](=O)[C:16]2[CH:21]=[CH:20][C:19]([F:22])=[CH:18][CH:17]=2)[CH2:9]1)=[O:7])([CH3:4])([CH3:3])[CH3:2].FC(F)(F)C(O)=O.[CH3:31][CH:32]1[CH2:36][CH2:35][CH2:34][N:33]1[C:37]([NH2:39])=[NH:38].C([O-])([O-])=O.[K+].[K+]. (4) The reactants are: [H-].[Na+].[Cl:3][C:4]1[CH:5]=[C:6]2[C:10](=[CH:11][CH:12]=1)[NH:9][C:8](=[O:13])[C:7]2=[O:14].[CH3:15][O:16][C:17](=[O:26])[CH:18](Br)[CH2:19][CH:20]1[CH2:24][CH2:23][CH2:22][CH2:21]1. Given the product [CH3:15][O:16][C:17](=[O:26])[CH:18]([N:9]1[C:10]2[C:6](=[CH:5][C:4]([Cl:3])=[CH:12][CH:11]=2)[C:7](=[O:14])[C:8]1=[O:13])[CH2:19][CH:20]1[CH2:21][CH2:22][CH2:23][CH2:24]1, predict the reactants needed to synthesize it. (5) Given the product [NH2:8][C@H:9]([CH3:34])[C@H:10]([NH:15][C:16](=[O:33])[C:17]1[CH:22]=[CH:21][C:20]([C:23]#[C:24][C:25]#[C:26][C:27]2[CH:28]=[N:29][N:30]([CH3:32])[CH:31]=2)=[CH:19][CH:18]=1)[C:11]([NH:35][OH:36])=[O:12], predict the reactants needed to synthesize it. The reactants are: C(O)(C(F)(F)F)=O.[NH2:8][C@H:9]([CH3:34])[C@H:10]([NH:15][C:16](=[O:33])[C:17]1[CH:22]=[CH:21][C:20]([C:23]#[C:24][C:25]#[C:26][C:27]2[CH:28]=[N:29][N:30]([CH3:32])[CH:31]=2)=[CH:19][CH:18]=1)[C:11](OC)=[O:12].[NH2:35][OH:36]. (6) Given the product [CH3:14][O:13][C:10]1[N:11]=[C:12]2[C:7](=[CH:8][CH:9]=1)[N:6]=[CH:5][CH:4]=[C:3]2[C:1]1[N:17]=[N:16][N:15]([CH2:18][CH2:19][CH2:20][N:21]2[C:29](=[O:30])[C:28]3[C:23](=[CH:24][CH:25]=[CH:26][CH:27]=3)[C:22]2=[O:31])[CH:2]=1, predict the reactants needed to synthesize it. The reactants are: [C:1]([C:3]1[CH:4]=[CH:5][N:6]=[C:7]2[C:12]=1[N:11]=[C:10]([O:13][CH3:14])[CH:9]=[CH:8]2)#[CH:2].[N:15]([CH2:18][CH2:19][CH2:20][N:21]1[C:29](=[O:30])[C:28]2[C:23](=[CH:24][CH:25]=[CH:26][CH:27]=2)[C:22]1=[O:31])=[N+:16]=[N-:17]. (7) Given the product [F:23][CH:2]([F:1])[C:3]1[CH:4]=[CH:5][C:6]([N:9]2[CH2:22][CH2:21][C:12]3[N:13]([CH2:32][CH2:31][C:28]4[CH:27]=[N:26][C:25]([CH3:24])=[CH:30][CH:29]=4)[C:14]4[CH:15]=[CH:16][C:17]([CH3:20])=[CH:18][C:19]=4[C:11]=3[CH2:10]2)=[CH:7][CH:8]=1, predict the reactants needed to synthesize it. The reactants are: [F:1][CH:2]([F:23])[C:3]1[CH:8]=[CH:7][C:6]([N:9]2[CH2:22][CH2:21][C:12]3[NH:13][C:14]4[CH:15]=[CH:16][C:17]([CH3:20])=[CH:18][C:19]=4[C:11]=3[CH2:10]2)=[CH:5][CH:4]=1.[CH3:24][C:25]1[CH:30]=[CH:29][C:28]([CH:31]=[CH2:32])=[CH:27][N:26]=1.[OH-].[K+].